Task: Regression. Given a peptide amino acid sequence and an MHC pseudo amino acid sequence, predict their binding affinity value. This is MHC class I binding data.. Dataset: Peptide-MHC class I binding affinity with 185,985 pairs from IEDB/IMGT (1) The peptide sequence is REVLSDREL. The MHC is HLA-B44:03 with pseudo-sequence HLA-B44:03. The binding affinity (normalized) is 0.351. (2) The peptide sequence is IHFLIRQLI. The MHC is Mamu-A07 with pseudo-sequence Mamu-A07. The binding affinity (normalized) is 0.397. (3) The peptide sequence is YHRFGLYRL. The MHC is HLA-B15:17 with pseudo-sequence HLA-B15:17. The binding affinity (normalized) is 0.0847.